This data is from Forward reaction prediction with 1.9M reactions from USPTO patents (1976-2016). The task is: Predict the product of the given reaction. (1) Given the reactants [CH2:1]([O:8][CH2:9][N:10]1[C:15](=[O:16])[C:14]([Br:17])=[N:13][N:12]([CH2:18][C:19](F)(F)C2C=CC=CC=2)[C:11]1=[O:28])[C:2]1[CH:7]=[CH:6][CH:5]=[CH:4][CH:3]=1.[N:29]1(CCO)[CH:33]=[CH:32][CH:31]=[CH:30]1, predict the reaction product. The product is: [N:29]1([CH2:19][CH2:18][N:12]2[C:11](=[O:28])[N:10]([CH2:9][O:8][CH2:1][C:2]3[CH:3]=[CH:4][CH:5]=[CH:6][CH:7]=3)[C:15](=[O:16])[C:14]([Br:17])=[N:13]2)[CH:33]=[CH:32][CH:31]=[CH:30]1. (2) Given the reactants [C:1]([C:3]1[C:4]([C:18]2[CH:23]=[CH:22][C:21]([N+:24]([O-:26])=[O:25])=[CH:20][CH:19]=2)=[N:5][S:6][C:7]=1[NH:8][C:9]([NH:11][CH2:12][CH2:13][C:14]([O:16][CH3:17])=[O:15])=[O:10])#[N:2].S(=O)(=O)(O)[OH:28], predict the reaction product. The product is: [NH2:2][C:1]([C:3]1[C:4]([C:18]2[CH:19]=[CH:20][C:21]([N+:24]([O-:26])=[O:25])=[CH:22][CH:23]=2)=[N:5][S:6][C:7]=1[NH:8][C:9]([NH:11][CH2:12][CH2:13][C:14]([O:16][CH3:17])=[O:15])=[O:10])=[O:28]. (3) Given the reactants C([C:4]1[CH:9]=[C:8]([C:10]([OH:19])([C:15]([F:18])([F:17])[F:16])[C:11]([F:14])([F:13])[F:12])[CH:7]=[CH:6][C:5]=1CC([O-])=O)CC.C(N(CC)[CH:28]([CH3:30])[CH3:29])(C)C.[CH3:33][O:34][CH2:35]Cl.C(=O)([O-])[O-:38].[K+].[K+], predict the reaction product. The product is: [F:13][C:11]([F:14])([F:12])[C:10]([C:8]1[CH:7]=[CH:6][C:5]([OH:38])=[C:4]([CH2:30][CH2:28][CH3:29])[CH:9]=1)([O:19][CH2:33][O:34][CH3:35])[C:15]([F:16])([F:18])[F:17]. (4) Given the reactants C(NC(C)C)(C)C.C([Li])CCC.C([N-]C(C)C)(C)C.[Li+].[Si:21]([O:28][CH2:29][C:30]1[C:38]2[O:37][N:36]=[C:35]([CH3:39])[C:34]=2[CH:33]=[CH:32][C:31]=1[C:40]1[CH:45]=[CH:44][CH:43]=[CH:42][N:41]=1)([C:24]([CH3:27])([CH3:26])[CH3:25])([CH3:23])[CH3:22].I[CH2:47][CH:48]1[CH2:53][CH2:52][N:51]([C:54]([O:56][C:57]([CH3:60])([CH3:59])[CH3:58])=[O:55])[CH2:50][CH2:49]1.[Cl-].[NH4+], predict the reaction product. The product is: [Si:21]([O:28][CH2:29][C:30]1[C:38]2[O:37][N:36]=[C:35]([CH2:39][CH2:47][CH:48]3[CH2:53][CH2:52][N:51]([C:54]([O:56][C:57]([CH3:58])([CH3:60])[CH3:59])=[O:55])[CH2:50][CH2:49]3)[C:34]=2[CH:33]=[CH:32][C:31]=1[C:40]1[CH:45]=[CH:44][CH:43]=[CH:42][N:41]=1)([C:24]([CH3:27])([CH3:25])[CH3:26])([CH3:22])[CH3:23]. (5) Given the reactants [OH:1][CH:2]([CH2:18]O)[CH2:3][C:4]1[C:13]2[C:8](=[CH:9][CH:10]=[C:11]([O:14][CH3:15])[N:12]=2)[N:7]=[CH:6][C:5]=1[C:16]#[N:17].C(N(CC)CC)C.C1(C)C=CC(S(OS(C2C=CC(C)=CC=2)(=O)=O)(=O)=O)=CC=1.[NH:48]1[CH2:53][CH2:52][CH:51]([NH:54][C:55](=[O:61])[O:56][C:57]([CH3:60])([CH3:59])[CH3:58])[CH2:50][CH2:49]1.C(=O)([O-])[O-].[Na+].[Na+], predict the reaction product. The product is: [C:16]([C:5]1[CH:6]=[N:7][C:8]2[C:13]([C:4]=1[CH2:3][CH:2]([OH:1])[CH2:18][N:48]1[CH2:49][CH2:50][CH:51]([NH:54][C:55](=[O:61])[O:56][C:57]([CH3:59])([CH3:58])[CH3:60])[CH2:52][CH2:53]1)=[N:12][C:11]([O:14][CH3:15])=[CH:10][CH:9]=2)#[N:17]. (6) Given the reactants Cl[C:2]1[CH:3]=[C:4]([C:17]2[N:25]=[C:24]([CH3:26])[N:23]=[C:22]3[C:18]=2[N:19]=[CH:20][N:21]3C2CCCCO2)[C:5]([NH:8][C:9]2[CH:10]=[N:11][C:12]([O:15][CH3:16])=[CH:13][CH:14]=2)=[N:6][CH:7]=1.[CH3:33][O:34][C:35]1[CH:42]=[CH:41][C:38]([CH2:39][NH2:40])=[CH:37][CH:36]=1.CC(C)([O-])C.[Na+].Cl, predict the reaction product. The product is: [CH3:33][O:34][C:35]1[CH:42]=[CH:41][C:38]([CH2:39][NH:40][C:2]2[CH:3]=[C:4]([C:17]3[N:25]=[C:24]([CH3:26])[N:23]=[C:22]4[C:18]=3[N:19]=[CH:20][NH:21]4)[C:5]([NH:8][C:9]3[CH:10]=[N:11][C:12]([O:15][CH3:16])=[CH:13][CH:14]=3)=[N:6][CH:7]=2)=[CH:37][CH:36]=1. (7) The product is: [CH3:10][C:8]1[CH:9]=[C:5]([C:3]([NH:13][C:14]2[CH:19]=[CH:18][CH:17]=[CH:16][C:15]=2[CH3:20])=[O:4])[NH:6][CH:7]=1. Given the reactants ClC(Cl)(Cl)[C:3]([C:5]1[NH:6][CH:7]=[C:8]([CH3:10])[CH:9]=1)=[O:4].[NH2:13][C:14]1[C:15]([CH3:20])=[CH:16][CH:17]=[CH:18][CH:19]=1.C(N(CC)CC)C, predict the reaction product.